This data is from Reaction yield outcomes from USPTO patents with 853,638 reactions. The task is: Predict the reaction yield, written as a fraction of the theoretical maximum amount of product (1.0 means a 100% yield; for example, 0.34 means a 34% yield). (1) The reactants are [Cl:1][C:2]1[CH:11]=[C:10]([C:12]([OH:14])=O)[C:9]2[C:4](=[CH:5][CH:6]=[CH:7][CH:8]=2)[N:3]=1.ClC1C=C(C(Cl)=O)C2C(=CC=CC=2)N=1.S(Cl)(Cl)=O.[CH3:33][O:34][CH2:35][CH2:36][N:37]1[C:41]([CH3:42])=[C:40]([CH3:43])[S:39][C:38]1=[NH:44].CCN(CC)CC. The catalyst is C1COCC1. The product is [Cl:1][C:2]1[CH:11]=[C:10]([C:12](/[N:44]=[C:38]2\[S:39][C:40]([CH3:43])=[C:41]([CH3:42])[N:37]\2[CH2:36][CH2:35][O:34][CH3:33])=[O:14])[C:9]2[C:4](=[CH:5][CH:6]=[CH:7][CH:8]=2)[N:3]=1. The yield is 0.350. (2) The reactants are [NH2:1][C:2]1[C:7](I)=[CH:6][C:5]([N+:9]([O-:11])=[O:10])=[CH:4][N:3]=1.[CH3:12][Si:13]([C:16]#[CH:17])([CH3:15])[CH3:14]. The catalyst is C(N(CC)CC)C.O1CCCC1.CN(C)C(=O)C.[Cu]I.C1(P([Pd-](Cl)P(C2C=CC=CC=2)(C2C=CC=CC=2)C2C=CC=CC=2)(C2C=CC=CC=2)C2C=CC=CC=2)C=CC=CC=1. The product is [N+:9]([C:5]1[CH:6]=[C:7]([C:17]#[C:16][Si:13]([CH3:15])([CH3:14])[CH3:12])[C:2]([NH2:1])=[N:3][CH:4]=1)([O-:11])=[O:10]. The yield is 0.700. (3) The reactants are [Cl:1][C:2]1[CH:18]=[CH:17][C:5]2[CH2:6][CH2:7][N:8]([C:11](=[O:16])[C:12]([F:15])([F:14])[F:13])[CH2:9][CH2:10][C:4]=2[C:3]=1OS(C(F)(F)F)(=O)=O.[CH3:27][C:28]([CH3:42])([CH3:41])[CH2:29][C:30]([C:32]1[CH:39]=[CH:38][C:35]([CH2:36][NH2:37])=[C:34]([F:40])[CH:33]=1)=[O:31].C1C=CC(P(C2C(C3C(P(C4C=CC=CC=4)C4C=CC=CC=4)=CC=C4C=3C=CC=C4)=C3C(C=CC=C3)=CC=2)C2C=CC=CC=2)=CC=1.C(=O)([O-])[O-].[Cs+].[Cs+]. The catalyst is C1(C)C=CC=CC=1.C1C=CC(/C=C/C(/C=C/C2C=CC=CC=2)=O)=CC=1.C1C=CC(/C=C/C(/C=C/C2C=CC=CC=2)=O)=CC=1.C1C=CC(/C=C/C(/C=C/C2C=CC=CC=2)=O)=CC=1.[Pd].[Pd]. The product is [Cl:1][C:2]1[CH:18]=[CH:17][C:5]2[CH2:6][CH2:7][N:8]([C:11](=[O:16])[C:12]([F:13])([F:15])[F:14])[CH2:9][CH2:10][C:4]=2[C:3]=1[NH:37][CH2:36][C:35]1[CH:38]=[CH:39][C:32]([C:30](=[O:31])[CH2:29][C:28]([CH3:42])([CH3:41])[CH3:27])=[CH:33][C:34]=1[F:40]. The yield is 0.490. (4) The yield is 0.980. The reactants are [CH3:1][O:2][C:3]1[CH:8]=[C:7]([N+:9]([O-:11])=[O:10])[CH:6]=[CH:5][C:4]=1[OH:12].N1C=CC=CC=1.[C:19](OC(=O)C)(=[O:21])[CH3:20]. The catalyst is C(Cl)Cl. The product is [N+:9]([C:7]1[CH:6]=[CH:5][C:4]([O:12][C:19](=[O:21])[CH3:20])=[C:3]([O:2][CH3:1])[CH:8]=1)([O-:11])=[O:10]. (5) The reactants are [CH3:1][NH:2][C:3]1[C:4]([NH2:12])=[CH:5][C:6]([N+:9]([O-:11])=[O:10])=[CH:7][CH:8]=1.[CH2:13]([N:20]=[C:21]=S)[C:14]1[CH:19]=[CH:18][CH:17]=[CH:16][CH:15]=1. No catalyst specified. The product is [CH2:13]([NH:20][C:21]1[N:2]([CH3:1])[C:3]2[CH:8]=[CH:7][C:6]([N+:9]([O-:11])=[O:10])=[CH:5][C:4]=2[N:12]=1)[C:14]1[CH:19]=[CH:18][CH:17]=[CH:16][CH:15]=1. The yield is 0.710. (6) The reactants are [F:1][C:2]1[CH:7]=[C:6]([NH:8][CH3:9])[CH:5]=[CH:4][C:3]=1[CH2:10][OH:11].C[N+]1([O-])CCOCC1. The catalyst is ClCCl.[Ru]([O-])(=O)(=O)=O.C([N+](CCC)(CCC)CCC)CC. The product is [F:1][C:2]1[CH:7]=[C:6]([NH:8][CH3:9])[CH:5]=[CH:4][C:3]=1[CH:10]=[O:11]. The yield is 0.760. (7) The reactants are [F:1][C:2]1[CH:3]=[C:4]([C:26]([O:28]CC)=O)[C:5]2[C:6](=O)[CH:7]([C:19]3[N:23]([CH3:24])[N:22]=[CH:21][N:20]=3)[CH:8]([C:12]3[CH:17]=[CH:16][C:15]([F:18])=[CH:14][CH:13]=3)[NH:9][C:10]=2[CH:11]=1.O.[NH2:32][NH2:33]. The catalyst is CO. The product is [F:1][C:2]1[CH:11]=[C:10]2[NH:9][CH:8]([C:12]3[CH:13]=[CH:14][C:15]([F:18])=[CH:16][CH:17]=3)[CH:7]([C:19]3[N:23]([CH3:24])[N:22]=[CH:21][N:20]=3)[C:6]3=[N:32][NH:33][C:26](=[O:28])[C:4]([CH:3]=1)=[C:5]23. The yield is 0.840. (8) The reactants are [I:1][C:2]1[C:3]2[S:9][C:8]([C:10]([OH:12])=O)=[CH:7][C:4]=2[NH:5][N:6]=1.C(N=C=NCCCN(C)C)C.O[N:25]1[C:29]2[CH:30]=[CH:31][CH:32]=[CH:33][C:28]=2[N:27]=N1.C(N(C(C)C)CC)(C)C.NCC1C=CC=CN=1. The catalyst is CN(C)C=O.C(OCC)(=O)C. The product is [N:27]1[CH:28]=[CH:33][CH:32]=[CH:31][C:30]=1[CH2:29][NH:25][C:10]([C:8]1[S:9][C:3]2[C:2]([I:1])=[N:6][NH:5][C:4]=2[CH:7]=1)=[O:12]. The yield is 0.790.